From a dataset of Forward reaction prediction with 1.9M reactions from USPTO patents (1976-2016). Predict the product of the given reaction. (1) Given the reactants [CH3:1][C:2]1[N:6]([CH2:7][CH:8]=[C:9]([CH3:11])[CH3:10])[C:5]([N+:12]([O-:14])=[O:13])=[N:4][CH:3]=1.[N:15]([O:17]CCC(C)C)=O.[ClH:23], predict the reaction product. The product is: [Cl:23][C:9]([CH3:11])([CH3:10])[CH:8]([N:15]=[O:17])[CH2:7][N:6]1[C:2]([CH3:1])=[CH:3][N:4]=[C:5]1[N+:12]([O-:14])=[O:13]. (2) Given the reactants [CH3:1][N:2]1[C:6]([CH:7]=O)=[CH:5][N:4]=[C:3]1[S:9][CH3:10].[CH3:11]O, predict the reaction product. The product is: [C:7]([C:6]1[N:2]([CH3:1])[C:3]([S:9][CH3:10])=[N:4][CH:5]=1)#[CH:11].